From a dataset of Catalyst prediction with 721,799 reactions and 888 catalyst types from USPTO. Predict which catalyst facilitates the given reaction. (1) Reactant: C(OC([NH:8][C@H:9]([C:20]([NH:22][C@@H:23]([C:25]([NH:27][CH2:28][C@H:29]([NH2:37])[CH2:30][C:31]1[CH:36]=[CH:35][CH:34]=[CH:33][CH:32]=1)=[O:26])[CH3:24])=[O:21])[CH2:10][C:11]1[C:16]([CH3:17])=[CH:15][C:14]([OH:18])=[CH:13][C:12]=1[CH3:19])=O)(C)(C)C.Cl. Product: [CH3:19][C:12]1[CH:13]=[C:14]([OH:18])[CH:15]=[C:16]([CH3:17])[C:11]=1[CH2:10][C@@H:9]([C:20]([NH:22][C@@H:23]([C:25]([NH:27][CH2:28][C@H:29]([NH2:37])[CH2:30][C:31]1[CH:36]=[CH:35][CH:34]=[CH:33][CH:32]=1)=[O:26])[CH3:24])=[O:21])[NH2:8]. The catalyst class is: 12. (2) Reactant: Cl[C:2]1[N:7]=[C:6]([O:8][C:9]2[C:18]3[C:13](=[CH:14][CH:15]=[CH:16][CH:17]=3)[C:12]([NH:19][C:20]([NH:22][C:23]3[N:27]([C:28]4[CH:33]=[CH:32][C:31]([CH3:34])=[CH:30][CH:29]=4)[N:26]=[C:25]([C:35]([CH3:39])([C:37]#[CH:38])[CH3:36])[CH:24]=3)=[O:21])=[CH:11][CH:10]=2)[CH:5]=[CH:4][N:3]=1.[CH3:40][O:41][C:42]1[CH:43]=[C:44]([CH:46]=[C:47]([O:49][CH2:50][CH2:51][N:52]2[CH2:57][CH2:56][O:55][CH2:54][CH2:53]2)[CH:48]=1)[NH2:45]. Product: [CH3:40][O:41][C:42]1[CH:43]=[C:44]([NH:45][C:2]2[N:7]=[C:6]([O:8][C:9]3[C:18]4[C:13](=[CH:14][CH:15]=[CH:16][CH:17]=4)[C:12]([NH:19][C:20]([NH:22][C:23]4[N:27]([C:28]5[CH:29]=[CH:30][C:31]([CH3:34])=[CH:32][CH:33]=5)[N:26]=[C:25]([C:35]([CH3:36])([C:37]#[CH:38])[CH3:39])[CH:24]=4)=[O:21])=[CH:11][CH:10]=3)[CH:5]=[CH:4][N:3]=2)[CH:46]=[C:47]([O:49][CH2:50][CH2:51][N:52]2[CH2:57][CH2:56][O:55][CH2:54][CH2:53]2)[CH:48]=1. The catalyst class is: 198.